This data is from Forward reaction prediction with 1.9M reactions from USPTO patents (1976-2016). The task is: Predict the product of the given reaction. (1) The product is: [CH2:16]1[CH2:5][CH2:6][CH2:7][CH:8]=[CH:9][CH2:10][CH2:11][CH2:12][CH2:13][CH2:4][C:1](=[O:3])[O:31][CH2:30][CH2:29][CH2:28][CH2:25]1. Given the reactants [C:1]([C:4]1(C)[CH2:13][C:12]2[C:11](C)(C)[CH2:10][CH2:9][CH2:8][C:7]=2[CH2:6][CH:5]1[CH3:16])(=[O:3])C.C(C1C=C[C:25]([CH2:28][CH2:29][CH:30]=[O:31])=CC=1)(C)(C)C.CC1C=CC(C(C)C)=C(O)C=1.C1C(=O)OCCCCCCCCCCCCC=1.CC1CC=CCCCCCCCCCC(=O)C1.CC(=CCCC(=CC=O)C)C.CC1C(C(=O)C)=CC2C(C)(C)CC(C)C(C)(C)C=2C=1.CC1C2C(=CC3C(C)(C)C(C)C(C)(C)C=3C=2)COC1.C/C(=C\C1C(C)(C)CCC=C1C)/C(=O)C.CC1CC(=O)CCCCCCCCCCCC1.CC1C23CC(C(C)=C(C(=O)C)C2)C(C)(C)C3CC1, predict the reaction product. (2) Given the reactants Br[C:2]1[CH:11]=[CH:10][CH:9]=[C:8]2[C:3]=1[CH2:4][CH2:5][N:6]1[C:16](=[O:17])[CH2:15][NH:14][C:13](=[O:18])[CH:12]=[C:7]12.F[B-](F)(F)F.[CH:24]1([C:30]2NC=C[N+]=2C2CCCCC2)[CH2:29]CCC[CH2:25]1.C([Mg]Cl)(C)(C)C, predict the reaction product. The product is: [C:24]([C:2]1[CH:11]=[CH:10][CH:9]=[C:8]2[C:3]=1[CH2:4][CH2:5][N:6]1[C:16](=[O:17])[CH2:15][NH:14][C:13](=[O:18])[CH:12]=[C:7]12)([CH3:30])([CH3:29])[CH3:25]. (3) Given the reactants [F:1][C:2]1[CH:3]=[C:4]([CH:16]=[CH:17][CH:18]=1)[CH2:5][O:6][C:7]1[CH:12]=[CH:11][C:10]([N+:13]([O-])=O)=[CH:9][N:8]=1, predict the reaction product. The product is: [F:1][C:2]1[CH:3]=[C:4]([CH:16]=[CH:17][CH:18]=1)[CH2:5][O:6][C:7]1[N:8]=[CH:9][C:10]([NH2:13])=[CH:11][CH:12]=1. (4) Given the reactants [CH3:1][O:2][C:3]1[CH:8]=[CH:7][CH:6]=[CH:5][C:4]=1[N:9]1[CH2:14][CH2:13][N:12]([CH2:15][CH:16]2[CH2:21][CH2:20][CH2:19][NH:18][CH2:17]2)[CH2:11][CH2:10]1.Br[CH2:23][CH2:24][C:25]1[C:33]2[C:28](=[CH:29][CH:30]=[CH:31][CH:32]=2)[NH:27][CH:26]=1.C(=O)([O-])[O-].[K+].[K+].O, predict the reaction product. The product is: [CH3:1][O:2][C:3]1[CH:8]=[CH:7][CH:6]=[CH:5][C:4]=1[N:9]1[CH2:10][CH2:11][N:12]([CH2:15][CH:16]2[CH2:21][CH2:20][CH2:19][N:18]([CH2:23][CH2:24][C:25]3[C:33]4[C:28](=[CH:29][CH:30]=[CH:31][CH:32]=4)[NH:27][CH:26]=3)[CH2:17]2)[CH2:13][CH2:14]1. (5) Given the reactants [Cl:1][C:2]1[CH:3]=[N:4][CH:5]=[CH:6][C:7]=1[C:8]1[N:13]=[C:12](N)[CH:11]=[N:10][C:9]=1[C:15]1[CH:20]=[CH:19][C:18]([C:21]([F:24])([F:23])[F:22])=[CH:17][CH:16]=1.N([O-])=O.[Na+].[ClH:29], predict the reaction product. The product is: [Cl:29][C:12]1[N:13]=[C:8]([C:7]2[CH:6]=[CH:5][N:4]=[CH:3][C:2]=2[Cl:1])[C:9]([C:15]2[CH:20]=[CH:19][C:18]([C:21]([F:24])([F:23])[F:22])=[CH:17][CH:16]=2)=[N:10][CH:11]=1. (6) Given the reactants [C:1]([C:4]1[CH:11]=[C:10]([Cl:12])[C:7]([C:8]#[N:9])=[C:6](I)[C:5]=1[O:14][CH2:15][CH3:16])(=[O:3])[CH3:2].[CH3:17][C:18]1(C)C(C)(C)OB(C=C)O1.ClCCl.C(=O)([O-])[O-].[K+].[K+], predict the reaction product. The product is: [C:1]([C:4]1[CH:11]=[C:10]([Cl:12])[C:7]([C:8]#[N:9])=[C:6]([CH:17]=[CH2:18])[C:5]=1[O:14][CH2:15][CH3:16])(=[O:3])[CH3:2].